Dataset: Forward reaction prediction with 1.9M reactions from USPTO patents (1976-2016). Task: Predict the product of the given reaction. Given the reactants [F:1][C:2]1[C:7]([O:8][CH3:9])=[CH:6][C:5]([O:10][CH3:11])=[C:4]([F:12])[C:3]=1[N:13]1[CH2:18][C:17]2[CH:19]=[N:20][C:21]3[N:25](S(C4C=CC=CC=4)(=O)=O)[CH:24]=[CH:23][C:22]=3[C:16]=2[N:15](CCO)[C:14]1=[O:38].CC(C)([O-])C.[K+].C1COCC1, predict the reaction product. The product is: [F:12][C:4]1[C:5]([O:10][CH3:11])=[CH:6][C:7]([O:8][CH3:9])=[C:2]([F:1])[C:3]=1[N:13]1[CH2:18][C:17]2[CH:19]=[N:20][C:21]3[NH:25][CH:24]=[CH:23][C:22]=3[C:16]=2[NH:15][C:14]1=[O:38].